Dataset: NCI-60 drug combinations with 297,098 pairs across 59 cell lines. Task: Regression. Given two drug SMILES strings and cell line genomic features, predict the synergy score measuring deviation from expected non-interaction effect. (1) Drug 1: CC(CN1CC(=O)NC(=O)C1)N2CC(=O)NC(=O)C2. Drug 2: C1=CN(C=N1)CC(O)(P(=O)(O)O)P(=O)(O)O. Cell line: MDA-MB-231. Synergy scores: CSS=4.59, Synergy_ZIP=-3.97, Synergy_Bliss=-5.70, Synergy_Loewe=-5.19, Synergy_HSA=-4.76. (2) Drug 1: C1=CN(C(=O)N=C1N)C2C(C(C(O2)CO)O)O.Cl. Drug 2: CN1C2=C(C=C(C=C2)N(CCCl)CCCl)N=C1CCCC(=O)O.Cl. Cell line: HCT-15. Synergy scores: CSS=32.6, Synergy_ZIP=-7.50, Synergy_Bliss=2.37, Synergy_Loewe=-49.1, Synergy_HSA=-0.484.